From a dataset of Peptide-MHC class II binding affinity with 134,281 pairs from IEDB. Regression. Given a peptide amino acid sequence and an MHC pseudo amino acid sequence, predict their binding affinity value. This is MHC class II binding data. The peptide sequence is FNILTGKKITAHLKR. The MHC is DRB3_0301 with pseudo-sequence DRB3_0301. The binding affinity (normalized) is 0.419.